Dataset: Full USPTO retrosynthesis dataset with 1.9M reactions from patents (1976-2016). Task: Predict the reactants needed to synthesize the given product. (1) Given the product [F:11][C:12]1[CH:17]=[C:16]([C:2]#[C:1][C:3]2[CH:4]=[N:5][CH:6]=[C:7]([O:9][CH3:10])[CH:8]=2)[CH:15]=[CH:14][C:13]=1[F:19], predict the reactants needed to synthesize it. The reactants are: [C:1]([C:3]1[CH:4]=[N:5][CH:6]=[C:7]([O:9][CH3:10])[CH:8]=1)#[CH:2].[F:11][C:12]1[CH:17]=[CH:16][C:15](I)=[CH:14][C:13]=1[F:19].C(N(CC)CC)C. (2) Given the product [O:27]=[C:25]1[C:14]2=[N:15][C:16]3[CH:21]=[CH:20][C:19]([C:22]([OH:24])=[O:23])=[CH:18][C:17]=3[N:13]2[CH2:12][CH2:11][CH2:10][NH:9]1, predict the reactants needed to synthesize it. The reactants are: C(N(CC)CC)C.Cl.[NH2:9][CH2:10][CH2:11][CH2:12][N:13]1[C:17]2[CH:18]=[C:19]([C:22]([OH:24])=[O:23])[CH:20]=[CH:21][C:16]=2[N:15]=[C:14]1[C:25]([O:27]C)=O.Cl. (3) Given the product [N+:1]([C:4]1[CH:5]=[N:6][NH:7][C:8]=1[C:9]#[N:11])([O-:3])=[O:2], predict the reactants needed to synthesize it. The reactants are: [N+:1]([C:4]1[CH:5]=[N:6][NH:7][C:8]=1[C:9]([NH2:11])=O)([O-:3])=[O:2].C(Cl)(Cl)=O.O.Cl. (4) Given the product [CH2:1]([C@H:8]1[CH2:13][N:12]([C:14]2[CH:19]=[CH:18][C:17]([O:20][CH3:21])=[C:16]([O:22][CH:23]3[CH2:24][CH2:25][CH2:26][CH2:27]3)[CH:15]=2)[CH2:11][CH2:10][N:9]1[CH2:28][CH2:29][CH2:30][OH:31])[C:2]1[CH:3]=[CH:4][CH:5]=[CH:6][CH:7]=1, predict the reactants needed to synthesize it. The reactants are: [CH2:1]([C@H:8]1[CH2:13][N:12]([C:14]2[CH:19]=[CH:18][C:17]([O:20][CH3:21])=[C:16]([O:22][CH:23]3[CH2:27][CH2:26][CH2:25][CH2:24]3)[CH:15]=2)[CH2:11][CH2:10][N:9]1[C:28](=O)[CH2:29][C:30](OCC)=[O:31])[C:2]1[CH:7]=[CH:6][CH:5]=[CH:4][CH:3]=1.[H-].[Al+3].[Li+].[H-].[H-].[H-].